Dataset: Forward reaction prediction with 1.9M reactions from USPTO patents (1976-2016). Task: Predict the product of the given reaction. (1) Given the reactants [Br:1]N1C(=O)CCC1=O.[CH3:9][O:10][C:11]1[CH:12]=[C:13]([P:19](=[O:26])([O:23][CH2:24][CH3:25])[O:20][CH2:21][CH3:22])[CH:14]=[C:15]([O:17][CH3:18])[CH:16]=1.C([O-])([O-])=O.[Na+].[Na+], predict the reaction product. The product is: [Br:1][C:12]1[C:11]([O:10][CH3:9])=[CH:16][C:15]([O:17][CH3:18])=[CH:14][C:13]=1[P:19](=[O:26])([O:23][CH2:24][CH3:25])[O:20][CH2:21][CH3:22]. (2) Given the reactants [I:1][C:2]1[CH:3]=[C:4]2[C:8](=[CH:9][CH:10]=1)[NH:7][C:6](=[O:11])[C:5]2=O.[NH:13]([C:15]([C:17]1[CH:26]=[CH:25][C:20]([C:21]([O:23][CH3:24])=[O:22])=[CH:19][CH:18]=1)=[O:16])[NH2:14], predict the reaction product. The product is: [I:1][C:2]1[CH:3]=[C:4]2[C:8](=[CH:9][CH:10]=1)[NH:7][C:6](=[O:11])[C:5]2=[N:14][NH:13][C:15]([C:17]1[CH:26]=[CH:25][C:20]([C:21]([O:23][CH3:24])=[O:22])=[CH:19][CH:18]=1)=[O:16].